Dataset: Full USPTO retrosynthesis dataset with 1.9M reactions from patents (1976-2016). Task: Predict the reactants needed to synthesize the given product. Given the product [OH2:9].[OH2:9].[OH2:9].[OH2:9].[OH2:9].[ClH:50].[NH2:1][C:2]1[C:45]([C:46]([F:48])([F:47])[F:49])=[CH:44][C:5]([CH2:6][C@@H:7]([CH2:23][C:24]([N:26]2[CH2:27][CH2:28][CH:29]([N:32]3[CH2:38][CH2:37][C:36]4[CH:39]=[CH:40][CH:41]=[CH:42][C:35]=4[NH:34][C:33]3=[O:43])[CH2:30][CH2:31]2)=[O:25])[C:8]([N:10]2[CH2:15][CH2:14][CH:13]([N:16]3[CH2:21][CH2:20][N:19]([CH3:22])[CH2:18][CH2:17]3)[CH2:12][CH2:11]2)=[O:9])=[CH:4][C:3]=1[Cl:50], predict the reactants needed to synthesize it. The reactants are: [NH2:1][C:2]1[C:45]([C:46]([F:49])([F:48])[F:47])=[CH:44][C:5]([CH2:6][C@@H:7]([CH2:23][C:24]([N:26]2[CH2:31][CH2:30][CH:29]([N:32]3[CH2:38][CH2:37][C:36]4[CH:39]=[CH:40][CH:41]=[CH:42][C:35]=4[NH:34][C:33]3=[O:43])[CH2:28][CH2:27]2)=[O:25])[C:8]([N:10]2[CH2:15][CH2:14][CH:13]([N:16]3[CH2:21][CH2:20][N:19]([CH3:22])[CH2:18][CH2:17]3)[CH2:12][CH2:11]2)=[O:9])=[CH:4][C:3]=1[Cl:50].Cl.